This data is from Forward reaction prediction with 1.9M reactions from USPTO patents (1976-2016). The task is: Predict the product of the given reaction. (1) The product is: [CH3:12][S:11][C:10]1[C:5]2[S:4][CH:3]=[C:2]([CH:13]=[CH2:14])[C:6]=2[N:7]=[CH:8][N:9]=1. Given the reactants Br[C:2]1[C:6]2[N:7]=[CH:8][N:9]=[C:10]([S:11][CH3:12])[C:5]=2[S:4][CH:3]=1.[CH2:13](C([Sn])=C(CCCC)CCCC)[CH2:14]CC.[F-].[K+], predict the reaction product. (2) Given the reactants [CH3:1][O:2][C:3]1[CH:8]=[CH:7][C:6]([CH2:9][CH2:10][C@H:11]2[CH2:16][NH:15][CH2:14][CH2:13][NH:12]2)=[CH:5][CH:4]=1.[CH3:17][C:18]1[S:27][C:26]2[NH:25][C:24]3[CH:28]=[CH:29][CH:30]=[CH:31][C:23]=3[N:22]=[C:21](N)[C:20]=2[N:19]=1.CN1CCCC1=O, predict the reaction product. The product is: [CH3:1][O:2][C:3]1[CH:4]=[CH:5][C:6]([CH2:9][CH2:10][C@@H:11]2[NH:12][CH2:13][CH2:14][N:15]([C:21]3[C:20]4[N:19]=[C:18]([CH3:17])[S:27][C:26]=4[NH:25][C:24]4[CH:28]=[CH:29][CH:30]=[CH:31][C:23]=4[N:22]=3)[CH2:16]2)=[CH:7][CH:8]=1.